Dataset: CYP1A2 inhibition data for predicting drug metabolism from PubChem BioAssay. Task: Regression/Classification. Given a drug SMILES string, predict its absorption, distribution, metabolism, or excretion properties. Task type varies by dataset: regression for continuous measurements (e.g., permeability, clearance, half-life) or binary classification for categorical outcomes (e.g., BBB penetration, CYP inhibition). Dataset: cyp1a2_veith. (1) The result is 0 (non-inhibitor). The compound is COCCn1c(Cc2ccccc2)nnc1SCc1nc2ccccc2c(=O)[nH]1. (2) The result is 0 (non-inhibitor). The compound is CCOC(=O)C1=NOC(CNC(=O)C2=NOC(CNC(=O)c3c(-c4ccccc4Cl)noc3C)C2)C1. (3) The drug is O=C(O)CCSC1=NCCN1. The result is 0 (non-inhibitor). (4) The molecule is CNc1ncncc1-c1ccccc1CN(C)C. The result is 1 (inhibitor). (5) The result is 0 (non-inhibitor). The compound is CCC1(C)Nc2ccccc2C(=O)N1O. (6) The drug is C=C[C@@]1(C)CC(=O)[C@]2(O)[C@](C)(O1)[C@@H](OC(C)=O)[C@@H](OC(=O)CCN(C)C)[C@H]1C(C)(C)CC[C@H](O)[C@@]12C. The result is 0 (non-inhibitor).